This data is from Reaction yield outcomes from USPTO patents with 853,638 reactions. The task is: Predict the reaction yield, written as a fraction of the theoretical maximum amount of product (1.0 means a 100% yield; for example, 0.34 means a 34% yield). (1) The reactants are F[C:2]1[CH:12]=[CH:11][C:5]([C:6]([O:8][CH2:9][CH3:10])=[O:7])=[CH:4][CH:3]=1.[CH:13]1([N:17]2[CH2:22][CH2:21][NH:20][CH2:19][CH2:18]2)[CH2:16][CH2:15][CH2:14]1.C(=O)([O-])[O-].[K+].[K+]. The catalyst is CS(C)=O. The product is [CH:13]1([N:17]2[CH2:22][CH2:21][N:20]([C:2]3[CH:12]=[CH:11][C:5]([C:6]([O:8][CH2:9][CH3:10])=[O:7])=[CH:4][CH:3]=3)[CH2:19][CH2:18]2)[CH2:16][CH2:15][CH2:14]1. The yield is 0.329. (2) The reactants are [H-].[Na+].[F:3][CH:4]([F:16])[C:5]1[NH:9][C:8]2[CH:10]=[CH:11][CH:12]=[C:13]([O:14][CH3:15])[C:7]=2[N:6]=1.[Cl:17][C:18]1[N:26]=[C:25]2[C:21]([N:22]=[CH:23][N:24]2[CH:27]2[CH2:32][CH2:31][CH2:30][CH2:29][O:28]2)=[C:20](Cl)[N:19]=1. The catalyst is CN(C=O)C. The product is [Cl:17][C:18]1[N:26]=[C:25]2[C:21]([N:22]=[CH:23][N:24]2[CH:27]2[CH2:32][CH2:31][CH2:30][CH2:29][O:28]2)=[C:20]([N:9]2[C:8]3[CH:10]=[CH:11][CH:12]=[C:13]([O:14][CH3:15])[C:7]=3[N:6]=[C:5]2[CH:4]([F:3])[F:16])[N:19]=1. The yield is 0.510. (3) The reactants are [C:1]([C:3]1[CH:8]=[CH:7][C:6]([N:9]2[CH2:14][CH2:13][N:12]([C:15]([O:17][C:18]([CH3:21])([CH3:20])[CH3:19])=[O:16])[CH2:11][CH2:10]2)=[C:5]([CH3:22])[CH:4]=1)#N.[OH-:23].[Na+].Cl.[OH2:26]. The catalyst is CCO. The product is [C:18]([O:17][C:15]([N:12]1[CH2:13][CH2:14][N:9]([C:6]2[CH:7]=[CH:8][C:3]([C:1]([OH:26])=[O:23])=[CH:4][C:5]=2[CH3:22])[CH2:10][CH2:11]1)=[O:16])([CH3:21])([CH3:20])[CH3:19]. The yield is 0.920.